Task: Predict the reactants needed to synthesize the given product.. Dataset: Full USPTO retrosynthesis dataset with 1.9M reactions from patents (1976-2016) (1) Given the product [NH2:2][CH2:3][CH2:4][CH2:5][CH2:6][CH2:7][CH2:8][O:9][C:10]1[CH:11]=[N:12][CH:13]=[CH:14][CH:15]=1, predict the reactants needed to synthesize it. The reactants are: Cl.[NH2:2][CH2:3][CH2:4][CH2:5][CH2:6][CH2:7][CH2:8][O:9][C:10]1[CH:11]=[N:12][CH:13]=[CH:14][CH:15]=1.[OH-].[Na+].C(Cl)(Cl)Cl. (2) Given the product [CH3:17][O:5][C:4](=[O:6])[C:3]1[CH:7]=[CH:8][CH:9]=[C:10]([OH:11])[C:2]=1[OH:1], predict the reactants needed to synthesize it. The reactants are: [OH:1][C:2]1[C:10]([OH:11])=[CH:9][CH:8]=[CH:7][C:3]=1[C:4]([OH:6])=[O:5].S(=O)(=O)(O)O.[C:17](OCC)(=O)C.C([O-])(O)=O.[Na+]. (3) The reactants are: [Cl:1][C:2]1[CH:3]=[C:4]([CH:6]=[CH:7][C:8]=1[F:9])[NH2:5].Cl.Cl[C:12]1[C:21]2[C:16](=[CH:17][C:18]([F:23])=[CH:19][C:20]=2[F:22])[N:15]=[CH:14][N:13]=1. Given the product [Cl:1][C:2]1[CH:3]=[C:4]([NH:5][C:12]2[C:21]3[C:16](=[CH:17][C:18]([F:23])=[CH:19][C:20]=3[F:22])[N:15]=[CH:14][N:13]=2)[CH:6]=[CH:7][C:8]=1[F:9], predict the reactants needed to synthesize it.